From a dataset of Reaction yield outcomes from USPTO patents with 853,638 reactions. Predict the reaction yield, written as a fraction of the theoretical maximum amount of product (1.0 means a 100% yield; for example, 0.34 means a 34% yield). (1) The reactants are CS(O[CH2:6][CH2:7][NH:8][C:9]1[C:13]([C:14]2[N:18]([C:19]3[CH:24]=[CH:23][C:22]([F:25])=[C:21]([Br:26])[CH:20]=3)[C:17](=[O:27])[O:16][N:15]=2)=[N:12][O:11][N:10]=1)(=O)=O.[N-:28]=[N+:29]=[N-:30].[Na+]. The catalyst is CN(C)C=O. The product is [N:28]([CH2:6][CH2:7][NH:8][C:9]1[C:13]([C:14]2[N:18]([C:19]3[CH:24]=[CH:23][C:22]([F:25])=[C:21]([Br:26])[CH:20]=3)[C:17](=[O:27])[O:16][N:15]=2)=[N:12][O:11][N:10]=1)=[N+:29]=[N-:30]. The yield is 0.770. (2) The reactants are [NH2:1][C:2]1[CH:10]=[C:9]2[C:5]([CH2:6][O:7][C:8]2=[C:11]2[C:19]3[C:14](=[CH:15][CH:16]=[CH:17][CH:18]=3)[NH:13][C:12]2=[O:20])=[CH:4][CH:3]=1.C(N(CC)C(C)C)(C)C.[CH3:30][O:31][C:32]1[CH:37]=[CH:36][C:35]([CH2:38][C:39](Cl)=[O:40])=[CH:34][CH:33]=1. The catalyst is C1COCC1. The product is [CH3:30][O:31][C:32]1[CH:37]=[CH:36][C:35]([CH2:38][C:39]([NH:1][C:2]2[CH:10]=[C:9]3[C:5](=[CH:4][CH:3]=2)[CH2:6][O:7][C:8]3=[C:11]2[C:19]3[C:14](=[CH:15][CH:16]=[CH:17][CH:18]=3)[NH:13][C:12]2=[O:20])=[O:40])=[CH:34][CH:33]=1. The yield is 0.620.